Dataset: Full USPTO retrosynthesis dataset with 1.9M reactions from patents (1976-2016). Task: Predict the reactants needed to synthesize the given product. (1) Given the product [Cl:30][C:31]1[CH:32]=[C:33]([CH:39]=[CH:40][C:41]=1[O:1][C:2]1[CH:3]=[C:4]([C:5]([NH:7][C:8]2[CH:12]=[C:11]([CH3:13])[NH:10][N:9]=2)=[O:6])[CH:21]=[C:22]([O:24][C@@H:25]([CH3:29])[CH2:26][O:27][CH3:28])[CH:23]=1)[C:34]([O:36][CH2:37][CH3:38])=[O:35], predict the reactants needed to synthesize it. The reactants are: [OH:1][C:2]1[CH:3]=[C:4]([CH:21]=[C:22]([O:24][C@@H:25]([CH3:29])[CH2:26][O:27][CH3:28])[CH:23]=1)[C:5]([NH:7][C:8]1[CH:12]=[C:11]([CH3:13])[N:10](C(OC(C)(C)C)=O)[N:9]=1)=[O:6].[Cl:30][C:31]1[CH:32]=[C:33]([CH:39]=[CH:40][C:41]=1F)[C:34]([O:36][CH2:37][CH3:38])=[O:35].FF. (2) The reactants are: Cl.[OH:2][NH2:3].C(=O)([O-])[O-].[Na+].[Na+].[O:10]1[C:14]2([CH2:19][CH2:18][CH2:17][CH2:16][CH2:15]2)[O:13][CH2:12][C@@H:11]1[CH:20]=O. Given the product [O:10]1[C:14]2([CH2:19][CH2:18][CH2:17][CH2:16][CH2:15]2)[O:13][CH2:12][C@@H:11]1[CH:20]=[N:3][OH:2], predict the reactants needed to synthesize it. (3) Given the product [F:1][C:2]1[CH:3]=[CH:4][C:5]([CH2:6][NH:7][C:8]([NH:12][C:13]2[N:18]=[N:17][C:16]([N:19]3[CH2:20][CH2:21][N:22]([C:25](=[O:26])[C:27]4[CH:32]=[CH:31][CH:30]=[CH:29][C:28]=4[C:33]([F:36])([F:35])[F:34])[CH2:23][CH2:24]3)=[CH:15][CH:14]=2)=[O:9])=[CH:10][CH:11]=1, predict the reactants needed to synthesize it. The reactants are: [F:1][C:2]1[CH:11]=[CH:10][C:5]([CH2:6][N:7]=[C:8]=[O:9])=[CH:4][CH:3]=1.[NH2:12][C:13]1[N:18]=[N:17][C:16]([N:19]2[CH2:24][CH2:23][N:22]([C:25]([C:27]3[CH:32]=[CH:31][CH:30]=[CH:29][C:28]=3[C:33]([F:36])([F:35])[F:34])=[O:26])[CH2:21][CH2:20]2)=[CH:15][CH:14]=1.